Dataset: Full USPTO retrosynthesis dataset with 1.9M reactions from patents (1976-2016). Task: Predict the reactants needed to synthesize the given product. Given the product [CH2:34]([O:33][C:29](=[O:32])[CH2:30][CH2:31][N:23]1[CH2:22][CH2:21][C:20]2[C:25](=[CH:26][CH:27]=[CH:28][C:19]=2[C:16]2[N:15]=[C:14]([C:10]3[CH:9]=[C:8]4[C:13](=[CH:12][CH:11]=3)[N:5]([CH:2]([CH3:4])[CH3:3])[N:6]=[CH:7]4)[O:18][N:17]=2)[CH2:24]1)[CH3:35], predict the reactants needed to synthesize it. The reactants are: Cl.[CH:2]([N:5]1[C:13]2[C:8](=[CH:9][C:10]([C:14]3[O:18][N:17]=[C:16]([C:19]4[CH:28]=[CH:27][CH:26]=[C:25]5[C:20]=4[CH2:21][CH2:22][NH:23][CH2:24]5)[N:15]=3)=[CH:11][CH:12]=2)[CH:7]=[N:6]1)([CH3:4])[CH3:3].[C:29]([O:33][CH2:34][CH3:35])(=[O:32])[CH:30]=[CH2:31].